This data is from Forward reaction prediction with 1.9M reactions from USPTO patents (1976-2016). The task is: Predict the product of the given reaction. (1) The product is: [Br:8][C:3]1[C:4]([CH3:7])=[N:5][O:6][C:2]=1[NH:1][S:23]([C:20]1[S:21][CH:22]=[C:18]([S:15]([C:9]2[CH:14]=[CH:13][CH:12]=[CH:11][CH:10]=2)(=[O:17])=[O:16])[CH:19]=1)(=[O:24])=[O:25]. Given the reactants [NH2:1][C:2]1[O:6][N:5]=[C:4]([CH3:7])[C:3]=1[Br:8].[C:9]1([S:15]([C:18]2[CH:19]=[C:20]([S:23](Cl)(=[O:25])=[O:24])[S:21][CH:22]=2)(=[O:17])=[O:16])[CH:14]=[CH:13][CH:12]=[CH:11][CH:10]=1, predict the reaction product. (2) Given the reactants [CH2:1]([C:3]1[N:12]=[C:11]([CH2:13][CH3:14])[CH:10]=[C:9]2[C:4]=1[C:5](O)=[CH:6][C:7](=[O:15])[NH:8]2)[CH3:2].P(Cl)(Cl)([Cl:19])=O, predict the reaction product. The product is: [Cl:19][C:5]1[C:4]2[C:9](=[CH:10][C:11]([CH2:13][CH3:14])=[N:12][C:3]=2[CH2:1][CH3:2])[NH:8][C:7](=[O:15])[CH:6]=1. (3) Given the reactants [CH2:1]([O:3][P:4]([CH2:9][CH2:10][C@@:11]1([NH:30]C(=O)OC(C)(C)C)[CH2:15][CH2:14][C@H:13]([C:16]2[CH:21]=[CH:20][C:19]([CH2:22][CH2:23][CH2:24][CH2:25][CH2:26][CH2:27][CH2:28][CH3:29])=[CH:18][CH:17]=2)[CH2:12]1)([O:6][CH2:7][CH3:8])=[O:5])[CH3:2].C(O)(C(F)(F)F)=O.CCCCCCC, predict the reaction product. The product is: [NH2:30][C@:11]1([CH2:10][CH2:9][P:4](=[O:5])([O:3][CH2:1][CH3:2])[O:6][CH2:7][CH3:8])[CH2:15][CH2:14][C@H:13]([C:16]2[CH:21]=[CH:20][C:19]([CH2:22][CH2:23][CH2:24][CH2:25][CH2:26][CH2:27][CH2:28][CH3:29])=[CH:18][CH:17]=2)[CH2:12]1. (4) Given the reactants Cl[C:2]1[CH:7]=[C:6]([CH3:8])[N:5]=[C:4]([C:9]2[CH:14]=[CH:13][CH:12]=[C:11]([CH3:15])[CH:10]=2)[N:3]=1.[CH3:16][O:17][C:18]1[CH:23]=[CH:22][CH:21]=[C:20]([NH2:24])[CH:19]=1, predict the reaction product. The product is: [CH3:16][O:17][C:18]1[CH:19]=[C:20]([CH:21]=[CH:22][CH:23]=1)[NH:24][C:2]1[CH:7]=[C:6]([CH3:8])[N:5]=[C:4]([C:9]2[CH:14]=[CH:13][CH:12]=[C:11]([CH3:15])[CH:10]=2)[N:3]=1. (5) Given the reactants C[O:2][C:3](=O)[CH2:4][C:5]1[CH:10]=[C:9]([Cl:11])[C:8]([OH:12])=[C:7]([Cl:13])[CH:6]=1.[H-].[Al+3].[Li+].[H-].[H-].[H-].Cl, predict the reaction product. The product is: [Cl:11][C:9]1[CH:10]=[C:5]([CH2:4][CH2:3][OH:2])[CH:6]=[C:7]([Cl:13])[C:8]=1[OH:12]. (6) Given the reactants [H-].[Na+].[Si:3]([O:20][CH2:21][C:22]1[N:27]=[C:26]([C:28](=[N:34][OH:35])[C:29]([O:31][CH2:32][CH3:33])=[O:30])[C:25](F)=[C:24]([Cl:37])[C:23]=1[N:38]1[CH2:43][C@H:42]([CH3:44])[O:41][C@H:40]([CH3:45])[CH2:39]1)([C:16]([CH3:19])([CH3:18])[CH3:17])([C:10]1[CH:15]=[CH:14][CH:13]=[CH:12][CH:11]=1)[C:4]1[CH:9]=[CH:8][CH:7]=[CH:6][CH:5]=1.[NH4+].[Cl-], predict the reaction product. The product is: [Si:3]([O:20][CH2:21][C:22]1[N:27]=[C:26]2[C:28]([C:29]([O:31][CH2:32][CH3:33])=[O:30])=[N:34][O:35][C:25]2=[C:24]([Cl:37])[C:23]=1[N:38]1[CH2:43][C@H:42]([CH3:44])[O:41][C@H:40]([CH3:45])[CH2:39]1)([C:16]([CH3:19])([CH3:18])[CH3:17])([C:10]1[CH:15]=[CH:14][CH:13]=[CH:12][CH:11]=1)[C:4]1[CH:9]=[CH:8][CH:7]=[CH:6][CH:5]=1.